Dataset: Catalyst prediction with 721,799 reactions and 888 catalyst types from USPTO. Task: Predict which catalyst facilitates the given reaction. (1) Reactant: [CH2:1]([N:5]1[C:9](=[O:10])[C:8](O)=[C:7]([C:12]2[CH:17]=[CH:16][CH:15]=[CH:14][CH:13]=2)[S:6]1(=[O:19])=[O:18])[CH2:2][CH2:3][CH3:4].C(Cl)(=O)C([Cl:23])=O.CN(C=O)C. Product: [CH2:1]([N:5]1[C:9](=[O:10])[C:8]([Cl:23])=[C:7]([C:12]2[CH:17]=[CH:16][CH:15]=[CH:14][CH:13]=2)[S:6]1(=[O:19])=[O:18])[CH2:2][CH2:3][CH3:4]. The catalyst class is: 2. (2) Reactant: Cl.Cl.[CH:3]1([NH2+:9][C:10]2[C:14]3([CH2:19][CH2:18][NH2+:17][CH2:16][CH2:15]3)[N:13]([C:20]3[CH:25]=[CH:24][CH:23]=[C:22]([F:26])[CH:21]=3)[C:12](=[O:27])[N:11]=2)[CH2:8][CH2:7][CH2:6][CH2:5][CH2:4]1.Br[CH2:29][C:30]1[CH:31]=[CH:32][C:33]([NH:36][C:37](=[O:43])[O:38][C:39]([CH3:42])([CH3:41])[CH3:40])=[N:34][CH:35]=1.N1C(C)=CC=CC=1C.[Li+].[Br-].C1COCC1.C(=O)([O-])[O-].[K+].[K+]. Product: [CH:3]1([NH:9][C:10]2[C:14]3([CH2:15][CH2:16][N:17]([CH2:29][C:30]4[CH:31]=[CH:32][C:33]([NH:36][C:37](=[O:43])[O:38][C:39]([CH3:41])([CH3:40])[CH3:42])=[N:34][CH:35]=4)[CH2:18][CH2:19]3)[N:13]([C:20]3[CH:25]=[CH:24][CH:23]=[C:22]([F:26])[CH:21]=3)[C:12](=[O:27])[N:11]=2)[CH2:4][CH2:5][CH2:6][CH2:7][CH2:8]1. The catalyst class is: 18. (3) Reactant: [CH3:1][O:2][C:3]1[CH:8]=[CH:7][CH:6]=[C:5]([CH3:9])[CH:4]=1.C(C1C=CN=C(C2C=C(C(C)(C)C)C=CN=2)C=1)(C)(C)C.[CH3:30][C:31]1([CH3:47])[C:35]([CH3:37])([CH3:36])[O:34][B:33]([B:33]2[O:34][C:35]([CH3:37])([CH3:36])[C:31]([CH3:47])([CH3:30])[O:32]2)[O:32]1. Product: [CH3:1][O:2][C:3]1[CH:8]=[C:7]([B:33]2[O:34][C:35]([CH3:37])([CH3:36])[C:31]([CH3:47])([CH3:30])[O:32]2)[CH:6]=[C:5]([CH3:9])[CH:4]=1. The catalyst class is: 1. (4) Reactant: [CH3:1][CH:2]([CH3:38])[CH2:3][C@H:4]([NH:18][C:19](=[O:37])[C@H:20]([CH2:30][C:31]1[CH:36]=[CH:35][CH:34]=[CH:33][CH:32]=1)[NH:21][C:22]([C:24]1[CH:29]=[N:28][CH:27]=[CH:26][N:25]=1)=[O:23])[B:5]1[O:9][C@@H]2C[C@@H]3C[C@H]([C@]2(C)[O:6]1)C3(C)C.Cl.C(B(O)O)C(C)C. Product: [CH3:1][CH:2]([CH3:38])[CH2:3][C@@H:4]([B:5]([OH:9])[OH:6])[NH:18][C:19](=[O:37])[C@@H:20]([NH:21][C:22]([C:24]1[CH:29]=[N:28][CH:27]=[CH:26][N:25]=1)=[O:23])[CH2:30][C:31]1[CH:32]=[CH:33][CH:34]=[CH:35][CH:36]=1. The catalyst class is: 5. (5) Reactant: [OH:1][C:2]1[CH:3]=[C:4]2[C:8](=[CH:9][C:10]=1[C:11]([F:14])([F:13])[F:12])[NH:7][CH2:6][CH2:5]2.[C:15](OC(=O)C)(=[O:17])[CH3:16]. Product: [C:15]([N:7]1[C:8]2[C:4](=[CH:3][C:2]([OH:1])=[C:10]([C:11]([F:14])([F:12])[F:13])[CH:9]=2)[CH2:5][CH2:6]1)(=[O:17])[CH3:16]. The catalyst class is: 4. (6) Reactant: [CH3:1][N:2]1[C:7](=[O:8])[CH:6]=[C:5]([N:9]2[CH2:14][CH2:13][O:12][CH2:11][CH2:10]2)[N:4]=[C:3]1[CH2:15][C:16]([O-:18])=O.[Na+].[NH:20]1[C:28]2[C:23](=[CH:24][CH:25]=[CH:26][CH:27]=2)[CH2:22][CH2:21]1.Cl.CN(C)CCCN=C=NCC. Product: [N:20]1([C:16](=[O:18])[CH2:15][C:3]2[N:2]([CH3:1])[C:7](=[O:8])[CH:6]=[C:5]([N:9]3[CH2:10][CH2:11][O:12][CH2:13][CH2:14]3)[N:4]=2)[C:28]2[C:23](=[CH:24][CH:25]=[CH:26][CH:27]=2)[CH2:22][CH2:21]1. The catalyst class is: 672. (7) Reactant: [NH2:1][C@@H:2]([CH2:17][C:18]1[C:26]2[C:21](=[CH:22][CH:23]=[CH:24][CH:25]=2)[NH:20][CH:19]=1)[C:3]([NH:5][C@@H:6]([CH2:10][S:11][S:12][C:13]([CH3:16])([CH3:15])[CH3:14])[C:7]([OH:9])=[O:8])=[O:4].C(N(C(C)C)C(C)C)C.[C:36](OC(=O)C)(=[O:38])[CH3:37]. Product: [C:36]([NH:1][C@@H:2]([CH2:17][C:18]1[C:26]2[C:21](=[CH:22][CH:23]=[CH:24][CH:25]=2)[NH:20][CH:19]=1)[C:3]([NH:5][C@@H:6]([CH2:10][S:11][S:12][C:13]([CH3:14])([CH3:16])[CH3:15])[C:7]([OH:9])=[O:8])=[O:4])(=[O:38])[CH3:37]. The catalyst class is: 2. (8) Reactant: [Cl:1][C:2]1[N:6]2[N:7]=[C:8]([O:11][CH3:12])[CH:9]=[CH:10][C:5]2=[N:4][C:3]=1[C:13]1[CH:18]=[CH:17][C:16]([CH3:19])=[C:15]([N+:20]([O-])=O)[CH:14]=1.CC(O)=O. Product: [Cl:1][C:2]1[N:6]2[N:7]=[C:8]([O:11][CH3:12])[CH:9]=[CH:10][C:5]2=[N:4][C:3]=1[C:13]1[CH:18]=[CH:17][C:16]([CH3:19])=[C:15]([CH:14]=1)[NH2:20]. The catalyst class is: 190. (9) Reactant: Br[CH2:2][C:3]1[S:7][C:6]([CH3:8])=[N:5][CH:4]=1.[C:9]1(=[O:19])[NH:13][C:12](=[O:14])[C:11]2=[CH:15][CH:16]=[CH:17][CH:18]=[C:10]12.[K]. Product: [CH3:8][C:6]1[S:7][C:3]([CH2:2][N:13]2[C:9](=[O:19])[C:10]3[C:11](=[CH:15][CH:16]=[CH:17][CH:18]=3)[C:12]2=[O:14])=[CH:4][N:5]=1. The catalyst class is: 9.